From a dataset of Catalyst prediction with 721,799 reactions and 888 catalyst types from USPTO. Predict which catalyst facilitates the given reaction. (1) Reactant: [N:1]([CH2:4][C:5]1[S:9][C:8]([C:10]2([CH3:15])[O:14][CH2:13][CH2:12][O:11]2)=[N:7][CH:6]=1)=[N+]=[N-].C1C=CC(P(C2C=CC=CC=2)C2C=CC=CC=2)=CC=1.O. Product: [CH3:15][C:10]1([C:8]2[S:9][C:5]([CH2:4][NH2:1])=[CH:6][N:7]=2)[O:14][CH2:13][CH2:12][O:11]1. The catalyst class is: 1. (2) Reactant: [CH3:1][N:2]([C:7]1[CH:12]=[CH:11][C:10]([N+:13]([O-])=O)=[CH:9][CH:8]=1)[C:3](=[O:6])[CH2:4][CH3:5]. Product: [NH2:13][C:10]1[CH:9]=[CH:8][C:7]([N:2]([CH3:1])[C:3](=[O:6])[CH2:4][CH3:5])=[CH:12][CH:11]=1. The catalyst class is: 19. (3) Reactant: P(Cl)(Cl)(Cl)=O.[CH3:6][O:7][CH2:8][C@H:9]([NH:20][C:21](=[O:35])[C@@H:22]([NH:26][CH2:27][C:28]1[O:29][C:30](=[O:34])[O:31][C:32]=1[CH3:33])[CH2:23][O:24][CH3:25])[C:10]([O:12][CH2:13][C:14]1[CH:19]=[CH:18][CH:17]=[CH:16][CH:15]=1)=[O:11].[CH3:36][C:37]1[S:38][C:39]([C:42](O)=[O:43])=[CH:40][N:41]=1.N1C=CC=CC=1. Product: [CH3:6][O:7][CH2:8][C@H:9]([NH:20][C:21](=[O:35])[C@@H:22]([N:26]([CH2:27][C:28]1[O:29][C:30](=[O:34])[O:31][C:32]=1[CH3:33])[C:42]([C:39]1[S:38][C:37]([CH3:36])=[N:41][CH:40]=1)=[O:43])[CH2:23][O:24][CH3:25])[C:10]([O:12][CH2:13][C:14]1[CH:15]=[CH:16][CH:17]=[CH:18][CH:19]=1)=[O:11]. The catalyst class is: 473.